This data is from Merck oncology drug combination screen with 23,052 pairs across 39 cell lines. The task is: Regression. Given two drug SMILES strings and cell line genomic features, predict the synergy score measuring deviation from expected non-interaction effect. (1) Drug 1: CN1C(=O)C=CC2(C)C3CCC4(C)C(NC(=O)OCC(F)(F)F)CCC4C3CCC12. Drug 2: COC1=C2CC(C)CC(OC)C(O)C(C)C=C(C)C(OC(N)=O)C(OC)C=CC=C(C)C(=O)NC(=CC1=O)C2=O. Cell line: COLO320DM. Synergy scores: synergy=11.2. (2) Drug 1: CCN(CC)CCNC(=O)c1c(C)[nH]c(C=C2C(=O)Nc3ccc(F)cc32)c1C. Drug 2: CC(C)CC(NC(=O)C(Cc1ccccc1)NC(=O)c1cnccn1)B(O)O. Cell line: A2780. Synergy scores: synergy=-4.07. (3) Drug 1: N#Cc1ccc(Cn2cncc2CN2CCN(c3cccc(Cl)c3)C(=O)C2)cc1. Drug 2: Cn1c(=O)n(-c2ccc(C(C)(C)C#N)cc2)c2c3cc(-c4cnc5ccccc5c4)ccc3ncc21. Cell line: UACC62. Synergy scores: synergy=29.1. (4) Drug 1: N.N.O=C(O)C1(C(=O)O)CCC1.[Pt]. Drug 2: COC1=C2CC(C)CC(OC)C(O)C(C)C=C(C)C(OC(N)=O)C(OC)C=CC=C(C)C(=O)NC(=CC1=O)C2=O. Cell line: PA1. Synergy scores: synergy=-8.02.